From a dataset of Catalyst prediction with 721,799 reactions and 888 catalyst types from USPTO. Predict which catalyst facilitates the given reaction. (1) Reactant: [Cl:1][C:2]1[C:7]([O:8][CH3:9])=[CH:6][C:5]([O:10][CH3:11])=[C:4]([Cl:12])[C:3]=1[C:13]1[CH:22]=[CH:21][C:20]([C:23]([OH:25])=O)=[C:19]2[C:14]=1[CH:15]=[CH:16][CH:17]=[N:18]2.[CH2:26]([N:28]1[CH2:33][CH2:32][N:31]([CH2:34][C:35]2[CH:36]=[CH:37][C:38]([NH2:41])=[N:39][CH:40]=2)[CH2:30][CH2:29]1)[CH3:27]. Product: [CH2:26]([N:28]1[CH2:29][CH2:30][N:31]([CH2:34][C:35]2[CH:36]=[CH:37][C:38]([NH:41][C:23]([C:20]3[CH:21]=[CH:22][C:13]([C:3]4[C:4]([Cl:12])=[C:5]([O:10][CH3:11])[CH:6]=[C:7]([O:8][CH3:9])[C:2]=4[Cl:1])=[C:14]4[C:19]=3[N:18]=[CH:17][CH:16]=[CH:15]4)=[O:25])=[N:39][CH:40]=2)[CH2:32][CH2:33]1)[CH3:27]. The catalyst class is: 61. (2) The catalyst class is: 5. Reactant: [CH3:1][N:2]([CH:10]1[CH2:15][CH2:14][CH:13]([O:16][C:17]2[C:28]3[C:27]4[C@@H:26]([CH2:29]C=O)[CH2:25][CH2:24][C:23]=4[S:22][C:21]=3[N:20]=[CH:19][N:18]=2)[CH2:12][CH2:11]1)[C:3](=[O:9])[O:4][C:5]([CH3:8])([CH3:7])[CH3:6].CO[CH:34]([O:37][CH3:38])[O:35][CH3:36].CC1C=CC(S(O)(=O)=O)=CC=1. Product: [CH3:38][O:37][CH:34]([O:35][CH3:36])[CH2:29][C@H:26]1[CH2:25][CH2:24][C:23]2[S:22][C:21]3[N:20]=[CH:19][N:18]=[C:17]([O:16][CH:13]4[CH2:12][CH2:11][CH:10]([N:2]([CH3:1])[C:3](=[O:9])[O:4][C:5]([CH3:7])([CH3:6])[CH3:8])[CH2:15][CH2:14]4)[C:28]=3[C:27]1=2. (3) Reactant: [CH2:1]([N:8]1[CH2:13][CH2:12][CH:11]([CH2:14][CH2:15][C:16](=[O:23])[CH2:17][C:18]([O:20][CH2:21][CH3:22])=[O:19])[CH2:10][CH2:9]1)[C:2]1[CH:7]=[CH:6][CH:5]=[CH:4][CH:3]=1.C(N(CC)CC)C.C(NC1C=CC(S([N:44]=[N+:45]=[N-])(=O)=O)=CC=1)(=O)C. Product: [CH2:1]([N:8]1[CH2:9][CH2:10][CH:11]([CH2:14][CH2:15][C:16](=[O:23])[C:17](=[N+:44]=[N-:45])[C:18]([O:20][CH2:21][CH3:22])=[O:19])[CH2:12][CH2:13]1)[C:2]1[CH:3]=[CH:4][CH:5]=[CH:6][CH:7]=1. The catalyst class is: 10. (4) Product: [Cl:15][C:13]1[CH:14]=[C:5]([C:3]([OH:4])=[O:2])[C:6]2[CH2:7][C:8]([CH3:29])([CH3:28])[CH:9]([C:16]3[CH:21]=[CH:20][CH:19]=[C:18]([N:22]4[CH2:23][CH2:24][O:25][CH2:26][CH2:27]4)[CH:17]=3)[NH:10][C:11]=2[CH:12]=1. Reactant: C[O:2][C:3]([C:5]1[C:6]2[CH2:7][C:8]([CH3:29])([CH3:28])[CH:9]([C:16]3[CH:21]=[CH:20][CH:19]=[C:18]([N:22]4[CH2:27][CH2:26][O:25][CH2:24][CH2:23]4)[CH:17]=3)[NH:10][C:11]=2[CH:12]=[C:13]([Cl:15])[CH:14]=1)=[O:4].[OH-].[Na+].Cl. The catalyst class is: 364. (5) Reactant: [F:1][C:2]1[CH:7]=[CH:6][C:5]([C:8]2[O:9][C:10]3[CH:20]=[CH:19][C:18]([C:21]4[CH:22]=[C:23]([CH:27]=[CH:28][C:29]=4[O:30][CH3:31])[C:24]([OH:26])=O)=[CH:17][C:11]=3[C:12]=2[C:13](=[O:16])[NH:14][CH3:15])=[CH:4][CH:3]=1.[CH3:32][CH:33]([CH3:36])[CH2:34][NH2:35].C(N(C(C)C)C(C)C)C.CN(C(ON1N=NC2C=CC=NC1=2)=[N+](C)C)C.F[P-](F)(F)(F)(F)F. Product: [F:1][C:2]1[CH:7]=[CH:6][C:5]([C:8]2[O:9][C:10]3[CH:20]=[CH:19][C:18]([C:21]4[CH:22]=[C:23]([C:24](=[O:26])[NH:35][CH2:34][CH:33]([CH3:36])[CH3:32])[CH:27]=[CH:28][C:29]=4[O:30][CH3:31])=[CH:17][C:11]=3[C:12]=2[C:13]([NH:14][CH3:15])=[O:16])=[CH:4][CH:3]=1. The catalyst class is: 399. (6) Reactant: [C:1](Cl)(=[O:4])[CH:2]=[CH2:3].[C:6]([O:11][CH2:12][CH2:13][OH:14])(=[O:10])[C:7]([CH3:9])=[CH2:8].C(N(CC)CC)C. Product: [C:6]([O:11][CH2:12][CH2:13][O:14][C:1](=[O:4])[CH:2]=[CH2:3])(=[O:10])[C:7]([CH3:9])=[CH2:8]. The catalyst class is: 7.